From a dataset of Forward reaction prediction with 1.9M reactions from USPTO patents (1976-2016). Predict the product of the given reaction. Given the reactants C1(C2C(OCC3(C(F)(F)F)CCCCC3)=CC(F)=C(C=2)C(O)=O)CC1.[CH:26]1([C:29]2[C:30]([O:39][CH2:40][CH:41]3[CH2:46][CH2:45][C:44]([F:48])([F:47])[CH2:43][CH2:42]3)=[CH:31][C:32]([F:38])=[C:33]([CH:37]=2)[C:34]([OH:36])=O)[CH2:28][CH2:27]1.CS(N)(=O)=O.[N:54]1([S:58]([NH2:61])(=[O:60])=[O:59])[CH2:57][CH2:56][CH2:55]1, predict the reaction product. The product is: [N:54]1([S:58]([NH:61][C:34](=[O:36])[C:33]2[CH:37]=[C:29]([CH:26]3[CH2:27][CH2:28]3)[C:30]([O:39][CH2:40][CH:41]3[CH2:46][CH2:45][C:44]([F:47])([F:48])[CH2:43][CH2:42]3)=[CH:31][C:32]=2[F:38])(=[O:60])=[O:59])[CH2:57][CH2:56][CH2:55]1.